This data is from Full USPTO retrosynthesis dataset with 1.9M reactions from patents (1976-2016). The task is: Predict the reactants needed to synthesize the given product. (1) Given the product [F:54][C:55]([F:72])([F:73])[C:56]1[CH:57]=[C:58]([NH:62][C:29]2[CH:30]=[CH:31][CH:2]=[CH:3][C:4]=2[C:5]([NH:7][CH:8]([C:10]2[N:15]=[N:14][C:13]([NH:16][C:17]3[CH:22]=[C:21]([O:23][CH3:24])[C:20]([O:25][CH3:26])=[C:19]([O:27][CH3:28])[CH:18]=3)=[N:12][CH:11]=2)[CH3:9])=[O:6])[CH:59]=[CH:60][CH:61]=1, predict the reactants needed to synthesize it. The reactants are: Br[C:2]1[CH:3]=[C:4]([CH:29]=[CH:30][CH:31]=1)[C:5]([NH:7][CH:8]([C:10]1[N:15]=[N:14][C:13]([NH:16][C:17]2[CH:22]=[C:21]([O:23][CH3:24])[C:20]([O:25][CH3:26])=[C:19]([O:27][CH3:28])[CH:18]=2)=[N:12][CH:11]=1)[CH3:9])=[O:6].NC(C1N=NC(NC2C=C(OC)C(OC)=C(OC)C=2)=NC=1)C.[F:54][C:55]([F:73])([F:72])[C:56]1[CH:57]=[C:58]([NH:62]C2C=CC=CC=2C(O)=O)[CH:59]=[CH:60][CH:61]=1.C(N(C(C)C)CC)(C)C.F[P-](F)(F)(F)(F)F.N1(OC(N(C)C)=[N+](C)C)C2N=CC=CC=2N=N1. (2) Given the product [Cl:1][C:2]1[CH:3]=[C:4]([CH:9]=[C:10]([N+:14]([O-:16])=[O:15])[C:11]=1[O:12][CH3:13])[C:5]([O:7][CH3:8])=[O:6], predict the reactants needed to synthesize it. The reactants are: [Cl:1][C:2]1[CH:3]=[C:4]([CH:9]=[CH:10][C:11]=1[O:12][CH3:13])[C:5]([O:7][CH3:8])=[O:6].[N+:14]([O-])([OH:16])=[O:15]. (3) Given the product [N+:1]([C:4]1[N:5]=[CH:6][N:7]([C@H:9]2[CH2:10][C@H:11]([O:13][S:27]([C:24]3[CH:25]=[CH:26][C:21]([CH3:31])=[CH:22][CH:23]=3)(=[O:29])=[O:28])[CH2:12]2)[CH:8]=1)([O-:3])=[O:2], predict the reactants needed to synthesize it. The reactants are: [N+:1]([C:4]1[N:5]=[CH:6][N:7]([CH:9]2[CH2:12][CH:11]([OH:13])[CH2:10]2)[CH:8]=1)([O-:3])=[O:2].CCN(CC)CC.[C:21]1([CH3:31])[CH:26]=[CH:25][C:24]([S:27](Cl)(=[O:29])=[O:28])=[CH:23][CH:22]=1. (4) Given the product [OH:2][C:3]1[CH:4]=[C:5]([CH:23]=[C:24]([OH:28])[C:25]=1[OH:26])[C:6]([NH:8][C:9]1[S:10][C:11]([CH3:22])=[C:12]([C:14]2[CH:19]=[CH:18][C:17]([OH:20])=[CH:16][CH:15]=2)[N:13]=1)=[O:7], predict the reactants needed to synthesize it. The reactants are: C[O:2][C:3]1[CH:4]=[C:5]([CH:23]=[C:24]([O:28]C)[C:25]=1[O:26]C)[C:6]([NH:8][C:9]1[S:10][C:11]([CH3:22])=[C:12]([C:14]2[CH:19]=[CH:18][C:17]([O:20]C)=[CH:16][CH:15]=2)[N:13]=1)=[O:7].B(Br)(Br)Br. (5) Given the product [CH2:1]([S:8][C:9]1([CH2:15][NH:16][C:30]([NH:29][C:21]2[C:20]([CH:17]([CH3:18])[CH3:19])=[CH:25][CH:24]=[CH:23][C:22]=2[CH:26]([CH3:28])[CH3:27])=[O:31])[CH2:14][CH2:13][CH2:12][CH2:11][CH2:10]1)[C:2]1[CH:7]=[CH:6][CH:5]=[CH:4][CH:3]=1, predict the reactants needed to synthesize it. The reactants are: [CH2:1]([S:8][C:9]1([CH2:15][NH2:16])[CH2:14][CH2:13][CH2:12][CH2:11][CH2:10]1)[C:2]1[CH:7]=[CH:6][CH:5]=[CH:4][CH:3]=1.[CH:17]([C:20]1[CH:25]=[CH:24][CH:23]=[C:22]([CH:26]([CH3:28])[CH3:27])[C:21]=1[N:29]=[C:30]=[O:31])([CH3:19])[CH3:18].